From a dataset of Catalyst prediction with 721,799 reactions and 888 catalyst types from USPTO. Predict which catalyst facilitates the given reaction. (1) Reactant: COC(=O)[C:4]1[CH:9]=[CH:8][C:7]([NH2:10])=[C:6]([CH3:11])[CH:5]=1.[C:13]([O:16]C(=O)C)(=O)[CH3:14].C([O-])(=O)C.[K+].[N:25](OCCC(C)C)=O. Product: [C:13]([C:11]1[C:6]2[C:7](=[CH:8][CH:9]=[CH:4][CH:5]=2)[NH:10][N:25]=1)(=[O:16])[CH3:14]. The catalyst class is: 452. (2) Reactant: [Br:1][C:2]1[CH:10]=[CH:9][C:5]([C:6](O)=[O:7])=[C:4]([CH3:11])[CH:3]=1.[H-].[Al+3].[Li+].[H-].[H-].[H-]. Product: [Br:1][C:2]1[CH:10]=[CH:9][C:5]([CH2:6][OH:7])=[C:4]([CH3:11])[CH:3]=1. The catalyst class is: 316. (3) Reactant: [Cl:1][C:2]1[CH:3]=[CH:4][N:5]2[C:10]=1[CH:9]=[N:8][C:7]([S:11][CH3:12])=[N:6]2.[I:13]N1C(=O)CCC1=O. Product: [Cl:1][C:2]1[CH:3]=[C:4]([I:13])[N:5]2[C:10]=1[CH:9]=[N:8][C:7]([S:11][CH3:12])=[N:6]2. The catalyst class is: 26. (4) Reactant: [CH2:1]([O:8][C:9]1[CH:19]=[CH:18][C:12]([O:13][CH2:14][CH:15]2[O:17][CH2:16]2)=[CH:11][CH:10]=1)[C:2]1[CH:7]=[CH:6][CH:5]=[CH:4][CH:3]=1.Cl.Cl.[CH3:22][O:23][C:24]1[CH:29]=[C:28]([O:30][CH3:31])[CH:27]=[CH:26][C:25]=1[N:32]1[CH2:37][CH2:36][NH:35][CH2:34][CH2:33]1.C(N(CC)CC)C. Product: [CH2:1]([O:8][C:9]1[CH:19]=[CH:18][C:12]([O:13][CH2:14][CH:15]([OH:17])[CH2:16][N:35]2[CH2:34][CH2:33][N:32]([C:25]3[CH:26]=[CH:27][C:28]([O:30][CH3:31])=[CH:29][C:24]=3[O:23][CH3:22])[CH2:37][CH2:36]2)=[CH:11][CH:10]=1)[C:2]1[CH:7]=[CH:6][CH:5]=[CH:4][CH:3]=1. The catalyst class is: 12. (5) Reactant: Cl.[F:2][C:3]1[CH:8]=[CH:7][C:6]([C:9]2[N:10]=[C:11]([N:14]3[CH2:19][CH2:18][CH2:17][CH2:16][CH2:15]3)[S:12][CH:13]=2)=[CH:5][CH:4]=1.[OH-].[Na+]. Product: [F:2][C:3]1[CH:4]=[CH:5][C:6]([C:9]2[N:10]=[C:11]([N:14]3[CH2:19][CH2:18][CH2:17][CH2:16][CH2:15]3)[S:12][CH:13]=2)=[CH:7][CH:8]=1. The catalyst class is: 6. (6) Reactant: [C:1](OC(=O)C)(=[O:3])[CH3:2].[CH3:8][O:9][C:10]1[CH:11]=[C:12]([C:18]([C@@H:20]2[C@:29]3([CH3:30])[C@H:24]([C:25]([CH3:32])([CH3:31])[CH2:26][CH2:27][CH2:28]3)[CH2:23][CH:22]([CH2:33][NH2:34])[C@H:21]2[CH3:35])=[O:19])[CH:13]=[C:14]([O:16][CH3:17])[CH:15]=1.C([O-])(O)=O.[Na+]. Product: [CH3:17][O:16][C:14]1[CH:13]=[C:12]([C:18]([C@@H:20]2[C@:29]3([CH3:30])[C@H:24]([C:25]([CH3:31])([CH3:32])[CH2:26][CH2:27][CH2:28]3)[CH2:23][C@@H:22]([CH2:33][NH:34][C:1](=[O:3])[CH3:2])[C@H:21]2[CH3:35])=[O:19])[CH:11]=[C:10]([O:9][CH3:8])[CH:15]=1. The catalyst class is: 436.